Dataset: Full USPTO retrosynthesis dataset with 1.9M reactions from patents (1976-2016). Task: Predict the reactants needed to synthesize the given product. (1) The reactants are: [CH2:1]([O:8][C:9]([NH:11][CH:12](P(OC)(OC)=O)[C:13]([O:15][CH3:16])=[O:14])=[O:10])[C:2]1[CH:7]=[CH:6][CH:5]=[CH:4][CH:3]=1.CN(C)C(N(C)C)=N.[O:31]1[CH2:36][CH2:35][C:34](=O)[CH2:33][CH2:32]1. Given the product [CH2:1]([O:8][C:9]([NH:11][C:12](=[C:34]1[CH2:35][CH2:36][O:31][CH2:32][CH2:33]1)[C:13]([O:15][CH3:16])=[O:14])=[O:10])[C:2]1[CH:3]=[CH:4][CH:5]=[CH:6][CH:7]=1, predict the reactants needed to synthesize it. (2) Given the product [Br:1][CH2:2][C:3]1[CH:11]=[CH:10][C:6]([C:7]([NH:32][C:31]2[CH:33]=[C:34]([Cl:35])[C:28]([Cl:27])=[CH:29][C:30]=2[N:36]2[CH2:37][CH2:38][N:39]([CH2:42][CH2:43][C:44]([F:47])([F:46])[F:45])[CH2:40][CH2:41]2)=[O:9])=[C:5]([F:12])[C:4]=1[F:13], predict the reactants needed to synthesize it. The reactants are: [Br:1][CH2:2][C:3]1[CH:11]=[CH:10][C:6]([C:7]([OH:9])=O)=[C:5]([F:12])[C:4]=1[F:13].CCN(C(C)C)C(C)C.S(Cl)(Cl)=O.[Cl:27][C:28]1[C:34]([Cl:35])=[CH:33][C:31]([NH2:32])=[C:30]([N:36]2[CH2:41][CH2:40][N:39]([CH2:42][CH2:43][C:44]([F:47])([F:46])[F:45])[CH2:38][CH2:37]2)[CH:29]=1.